From a dataset of NCI-60 drug combinations with 297,098 pairs across 59 cell lines. Regression. Given two drug SMILES strings and cell line genomic features, predict the synergy score measuring deviation from expected non-interaction effect. (1) Drug 1: CCCS(=O)(=O)NC1=C(C(=C(C=C1)F)C(=O)C2=CNC3=C2C=C(C=N3)C4=CC=C(C=C4)Cl)F. Drug 2: CC(C)(C#N)C1=CC(=CC(=C1)CN2C=NC=N2)C(C)(C)C#N. Cell line: LOX IMVI. Synergy scores: CSS=28.8, Synergy_ZIP=-1.28, Synergy_Bliss=-1.10, Synergy_Loewe=-2.07, Synergy_HSA=1.12. (2) Drug 1: C(CC(=O)O)C(=O)CN.Cl. Drug 2: C1CNP(=O)(OC1)N(CCCl)CCCl. Cell line: KM12. Synergy scores: CSS=9.59, Synergy_ZIP=-2.22, Synergy_Bliss=-0.538, Synergy_Loewe=-1.78, Synergy_HSA=-2.21. (3) Drug 1: CCCS(=O)(=O)NC1=C(C(=C(C=C1)F)C(=O)C2=CNC3=C2C=C(C=N3)C4=CC=C(C=C4)Cl)F. Drug 2: CC1=C(N=C(N=C1N)C(CC(=O)N)NCC(C(=O)N)N)C(=O)NC(C(C2=CN=CN2)OC3C(C(C(C(O3)CO)O)O)OC4C(C(C(C(O4)CO)O)OC(=O)N)O)C(=O)NC(C)C(C(C)C(=O)NC(C(C)O)C(=O)NCCC5=NC(=CS5)C6=NC(=CS6)C(=O)NCCC[S+](C)C)O. Cell line: A549. Synergy scores: CSS=-3.16, Synergy_ZIP=-5.77, Synergy_Bliss=-14.9, Synergy_Loewe=-17.9, Synergy_HSA=-16.1. (4) Drug 1: CN1CCC(CC1)COC2=C(C=C3C(=C2)N=CN=C3NC4=C(C=C(C=C4)Br)F)OC. Drug 2: CCC1(C2=C(COC1=O)C(=O)N3CC4=CC5=C(C=CC(=C5CN(C)C)O)N=C4C3=C2)O.Cl. Cell line: NCI-H522. Synergy scores: CSS=37.5, Synergy_ZIP=-4.72, Synergy_Bliss=1.01, Synergy_Loewe=-8.20, Synergy_HSA=4.64. (5) Drug 1: C1=C(C(=O)NC(=O)N1)F. Drug 2: C1=CN(C=N1)CC(O)(P(=O)(O)O)P(=O)(O)O. Cell line: IGROV1. Synergy scores: CSS=44.1, Synergy_ZIP=8.75, Synergy_Bliss=8.75, Synergy_Loewe=7.75, Synergy_HSA=10.4. (6) Drug 1: CC(CN1CC(=O)NC(=O)C1)N2CC(=O)NC(=O)C2. Drug 2: CC1OCC2C(O1)C(C(C(O2)OC3C4COC(=O)C4C(C5=CC6=C(C=C35)OCO6)C7=CC(=C(C(=C7)OC)O)OC)O)O. Cell line: OVCAR-8. Synergy scores: CSS=49.1, Synergy_ZIP=11.1, Synergy_Bliss=10.2, Synergy_Loewe=9.84, Synergy_HSA=13.2. (7) Drug 1: CC1C(C(CC(O1)OC2CC(OC(C2O)C)OC3=CC4=CC5=C(C(=O)C(C(C5)C(C(=O)C(C(C)O)O)OC)OC6CC(C(C(O6)C)O)OC7CC(C(C(O7)C)O)OC8CC(C(C(O8)C)O)(C)O)C(=C4C(=C3C)O)O)O)O. Drug 2: CCCCCOC(=O)NC1=NC(=O)N(C=C1F)C2C(C(C(O2)C)O)O. Cell line: SK-MEL-28. Synergy scores: CSS=25.6, Synergy_ZIP=2.48, Synergy_Bliss=4.64, Synergy_Loewe=-35.1, Synergy_HSA=1.34. (8) Drug 1: C1C(C(OC1N2C=NC3=C(N=C(N=C32)Cl)N)CO)O. Drug 2: CCN(CC)CCCC(C)NC1=C2C=C(C=CC2=NC3=C1C=CC(=C3)Cl)OC. Cell line: CAKI-1. Synergy scores: CSS=27.4, Synergy_ZIP=-0.182, Synergy_Bliss=7.46, Synergy_Loewe=-11.3, Synergy_HSA=-2.05. (9) Drug 1: CC1CCC2CC(C(=CC=CC=CC(CC(C(=O)C(C(C(=CC(C(=O)CC(OC(=O)C3CCCCN3C(=O)C(=O)C1(O2)O)C(C)CC4CCC(C(C4)OC)OCCO)C)C)O)OC)C)C)C)OC. Drug 2: CCCCC(=O)OCC(=O)C1(CC(C2=C(C1)C(=C3C(=C2O)C(=O)C4=C(C3=O)C=CC=C4OC)O)OC5CC(C(C(O5)C)O)NC(=O)C(F)(F)F)O. Cell line: 786-0. Synergy scores: CSS=48.5, Synergy_ZIP=6.21, Synergy_Bliss=8.39, Synergy_Loewe=9.06, Synergy_HSA=8.75.